Dataset: Forward reaction prediction with 1.9M reactions from USPTO patents (1976-2016). Task: Predict the product of the given reaction. (1) Given the reactants FC(F)(F)S(O[C:7]1[CH:12]=[CH:11][C:10]([CH2:13][CH2:14][NH:15][S:16]([C:19]2[CH:24]=[C:23]([C:25]#[N:26])[CH:22]=[CH:21][C:20]=2[O:27][CH3:28])(=[O:18])=[O:17])=[C:9]([O:29][CH2:30][O:31][CH3:32])[CH:8]=1)(=O)=O.C([O-])(=O)C.[K+].Br[C:41]1[CH:46]=[C:45]([F:47])[C:44]([F:48])=[C:43]([F:49])[CH:42]=1.[PH2](=O)[O-].[K+], predict the reaction product. The product is: [C:25]([C:23]1[CH:22]=[CH:21][C:20]([O:27][CH3:28])=[C:19]([S:16]([NH:15][CH2:14][CH2:13][C:10]2[CH:11]=[CH:12][C:7]([C:41]3[CH:46]=[C:45]([F:47])[C:44]([F:48])=[C:43]([F:49])[CH:42]=3)=[CH:8][C:9]=2[O:29][CH2:30][O:31][CH3:32])(=[O:18])=[O:17])[CH:24]=1)#[N:26]. (2) Given the reactants [NH:1]1[C:10]2[C:5](=[CH:6][CH:7]=[CH:8][CH:9]=2)[CH2:4][CH2:3][CH2:2]1.[Br:11]N1C(=O)CCC1=O, predict the reaction product. The product is: [Br:11][C:7]1[CH:6]=[C:5]2[C:10](=[CH:9][CH:8]=1)[NH:1][CH2:2][CH2:3][CH2:4]2.